From a dataset of Forward reaction prediction with 1.9M reactions from USPTO patents (1976-2016). Predict the product of the given reaction. (1) Given the reactants Cl[C:2]([O:4][CH3:5])=[O:3].[Cl:6][C:7]1[CH:12]=[CH:11][C:10]([NH:13][C:14]([C:16]2[CH:17]=[C:18]([C:23]3[CH:28]=[CH:27][C:26]([F:29])=[CH:25][C:24]=3[F:30])[CH:19]=[CH:20]C=2O)=[O:15])=[C:9]([F:31])[CH:8]=1.Cl, predict the reaction product. The product is: [Cl:6][C:7]1[CH:12]=[CH:11][C:10]([N:13]2[C:14](=[O:15])[C:16]3[CH:17]=[C:18]([C:23]4[CH:28]=[CH:27][C:26]([F:29])=[CH:25][C:24]=4[F:30])[CH:19]=[CH:20][C:5]=3[O:4][C:2]2=[O:3])=[C:9]([F:31])[CH:8]=1. (2) Given the reactants C[O:2][C:3]([C:5]1[CH:6]=[N:7][C:8]2[C:13]([C:14]=1[O:15][CH3:16])=[CH:12][C:11](I)=[CH:10][CH:9]=2)=[O:4].[OH-].[Na+].[C:20](O)(=[O:22])C, predict the reaction product. The product is: [CH:20]([C:11]1[CH:12]=[C:13]2[C:8](=[CH:9][CH:10]=1)[N:7]=[CH:6][C:5]([C:3]([OH:2])=[O:4])=[C:14]2[O:15][CH3:16])=[O:22]. (3) The product is: [CH:1]([C:4]1[CH:9]=[CH:8][C:7]([O:10][CH2:12][CH:14]2[CH2:15][O:16]2)=[CH:6][C:5]=1[CH3:11])([CH3:3])[CH3:2]. Given the reactants [CH:1]([C:4]1[CH:9]=[CH:8][C:7]([OH:10])=[CH:6][C:5]=1[CH3:11])([CH3:3])[CH3:2].[CH2:12]([CH:14]1[O:16][CH2:15]1)Cl, predict the reaction product. (4) Given the reactants [C:1]1(P(C2C=CC=CC=2)C2C=CC=CC=2)C=CC=CC=1.CCOC(/N=[N:26]/[C:27](OCC)=O)=O.O[C:33]1[CH:34]=[C:35]([C:39]2[C:47]3[C:42](=[CH:43][CH:44]=[C:45]([C:48]#[N:49])[CH:46]=3)[N:41](C3CCCCO3)[N:40]=2)[CH:36]=[CH:37][CH:38]=1.Cl.[O:57]1CC[CH2:59][CH2:58]1, predict the reaction product. The product is: [CH3:1][N:26]([CH3:27])[CH2:59][CH2:58][O:57][C:38]1[CH:33]=[CH:34][C:35]([C:39]2[C:47]3[C:42](=[CH:43][CH:44]=[C:45]([C:48]#[N:49])[CH:46]=3)[NH:41][N:40]=2)=[CH:36][CH:37]=1. (5) Given the reactants [NH2:1][C:2]1[CH:3]=[C:4]([CH:20]=[CH:21][C:22]=1[N+:23]([O-])=O)[O:5][C:6]1[CH:7]=[C:8]([NH:12][C:13](=[O:19])[O:14][C:15]([CH3:18])([CH3:17])[CH3:16])[CH:9]=[CH:10][CH:11]=1, predict the reaction product. The product is: [NH2:1][C:2]1[CH:3]=[C:4]([CH:20]=[CH:21][C:22]=1[NH2:23])[O:5][C:6]1[CH:7]=[C:8]([NH:12][C:13](=[O:19])[O:14][C:15]([CH3:18])([CH3:17])[CH3:16])[CH:9]=[CH:10][CH:11]=1. (6) Given the reactants [CH3:1][C@@H:2]([CH2:12][CH2:13][CH:14]=[C:15]([CH3:17])[CH3:16])[CH2:3][CH2:4][C:5]1[CH:11]=[CH:10][C:8](N)=[CH:7][CH:6]=1.[N+]([O-])([O-])=O.[Na+].[I-:23].[K+].S([O-])([O-])(=O)=S.[Na+].[Na+], predict the reaction product. The product is: [I:23][C:8]1[CH:10]=[CH:11][C:5]([CH2:4][CH2:3][C@@H:2]([CH3:1])[CH2:12][CH2:13][CH:14]=[C:15]([CH3:17])[CH3:16])=[CH:6][CH:7]=1.